This data is from Full USPTO retrosynthesis dataset with 1.9M reactions from patents (1976-2016). The task is: Predict the reactants needed to synthesize the given product. (1) Given the product [F:34][C:17]([F:35])([F:16])[C:18]([N:20]1[CH2:26][CH:25]([CH:27]2[CH2:8][CH2:7]2)[C:24]2[CH:28]=[CH:29][C:30]([O:32][CH2:4][CH3:5])=[CH:31][C:23]=2[CH2:22][CH2:21]1)=[O:19], predict the reactants needed to synthesize it. The reactants are: C([Zn][CH2:4][CH3:5])C.F[C:7](F)(F)[C:8](O)=O.ICI.[F:16][C:17]([F:35])([F:34])[C:18]([N:20]1[CH2:26][C:25](=[CH2:27])[C:24]2[CH:28]=[CH:29][C:30]([O:32]C)=[CH:31][C:23]=2[CH2:22][CH2:21]1)=[O:19]. (2) The reactants are: [Br:1][C:2]1[CH:3]=[C:4]([N:8]2[CH:12]=[C:11]([CH3:13])[N:10]=[C:9]2S)[CH:5]=[CH:6][CH:7]=1.OO. Given the product [Br:1][C:2]1[CH:3]=[C:4]([N:8]2[CH:12]=[C:11]([CH3:13])[N:10]=[CH:9]2)[CH:5]=[CH:6][CH:7]=1, predict the reactants needed to synthesize it. (3) Given the product [Br:1][C:2]1[C:3](=[O:31])[N:4]([C:23]2[C:28]([F:29])=[CH:27][CH:26]=[CH:25][C:24]=2[F:30])[C:5]([CH3:22])=[CH:6][C:7]=1[O:8][CH2:9][C:10]1[CH:20]=[CH:19][C:18]([F:21])=[CH:17][C:11]=1[O:12][CH2:13][C:14]([NH:33][CH2:34][CH3:35])=[O:15], predict the reactants needed to synthesize it. The reactants are: [Br:1][C:2]1[C:3](=[O:31])[N:4]([C:23]2[C:28]([F:29])=[CH:27][CH:26]=[CH:25][C:24]=2[F:30])[C:5]([CH3:22])=[CH:6][C:7]=1[O:8][CH2:9][C:10]1[CH:20]=[CH:19][C:18]([F:21])=[CH:17][C:11]=1[O:12][CH2:13][C:14](O)=[O:15].C[N:33]1CCO[CH2:35][CH2:34]1.ClC(OCC(C)C)=O.C(N)C. (4) Given the product [CH3:1][S:2]([O:5][C:6]1[CH:11]=[CH:10][C:9]([NH2:12])=[C:8]([NH:15][CH:16]2[CH2:17][CH2:18][CH2:19][CH2:20][CH2:21]2)[N:7]=1)(=[O:3])=[O:4], predict the reactants needed to synthesize it. The reactants are: [CH3:1][S:2]([O:5][C:6]1[CH:11]=[CH:10][C:9]([N+:12]([O-])=O)=[C:8]([NH:15][CH:16]2[CH2:21][CH2:20][CH2:19][CH2:18][CH2:17]2)[N:7]=1)(=[O:4])=[O:3].